From a dataset of Forward reaction prediction with 1.9M reactions from USPTO patents (1976-2016). Predict the product of the given reaction. (1) Given the reactants C([O:8][P:9]([CH2:18][C@H:19]([OH:50])[CH2:20][NH:21][C:22](=[O:49])[C@@H:23]([NH:27][C:28](=[O:48])[C@@H:29]([NH:37]C(OCC1C=CC=CC=1)=O)[CH2:30][C:31]1[CH:36]=[CH:35][CH:34]=[CH:33][CH:32]=1)[CH:24]([CH3:26])[CH3:25])([CH2:11][CH:12]1[CH2:17][CH2:16][CH2:15][CH2:14][CH2:13]1)=[O:10])C1C=CC=CC=1.C(OP(C[C@H](O)CNC(=O)[C@H](NC(=O)[C@@H](NC(OCC1C=CC=CC=1)=O)CC1C=CC=CC=1)C(C)C)(CC1CCCCC1)=O)C1C=CC=CC=1.N(C(OCC1C=CC=CC=1)=O)[C@H](C(N[C@H](C(O)=O)C(C)C)=O)CC1C=CC=CC=1.OC1C2N=NNC=2C=CC=1.N=C=N.C(N(CC)CC)C.Cl.C(OP(C[C@H](O)CN)(CC1CCCCC1)=O)C1C=CC=CC=1, predict the reaction product. The product is: [NH2:37][C@@H:29]([CH2:30][C:31]1[CH:32]=[CH:33][CH:34]=[CH:35][CH:36]=1)[C:28]([NH:27][C@H:23]([CH:24]([CH3:25])[CH3:26])[C:22]([NH:21][CH2:20][C@@H:19]([OH:50])[CH2:18][P:9]([CH2:11][CH:12]1[CH2:13][CH2:14][CH2:15][CH2:16][CH2:17]1)(=[O:8])[OH:10])=[O:49])=[O:48]. (2) The product is: [Cl:1][C:2]1[CH:7]=[CH:6][C:5]([C:8]2[N:12]([C:13]3[CH:18]=[CH:17][C:16]([Cl:19])=[CH:15][C:14]=3[Cl:20])[N:11]=[C:10]([C:21]([NH:23][CH:24]3[CH2:29][CH2:28][N:27]([C:32]([O:34][CH2:35][CH3:36])=[O:33])[CH2:26][CH2:25]3)=[O:22])[C:9]=2[CH3:30])=[CH:4][CH:3]=1. Given the reactants [Cl:1][C:2]1[CH:7]=[CH:6][C:5]([C:8]2[N:12]([C:13]3[CH:18]=[CH:17][C:16]([Cl:19])=[CH:15][C:14]=3[Cl:20])[N:11]=[C:10]([C:21]([NH:23][CH:24]3[CH2:29][CH2:28][NH:27][CH2:26][CH2:25]3)=[O:22])[C:9]=2[CH3:30])=[CH:4][CH:3]=1.Cl[C:32]([O:34][C:35]1C=CC([N+]([O-])=O)=C[CH:36]=1)=[O:33].C(N(CC)CC)C, predict the reaction product. (3) The product is: [CH3:19][N:20]1[CH2:24][CH2:23][C@@:22]([NH:28][C:29](=[O:35])[O:30][C:31]([CH3:32])([CH3:34])[CH3:33])([CH2:25][C:26]#[C:27][C:2]2[N:7]=[C:6]([CH3:8])[CH:5]=[C:4]([C:9]3[CH:14]=[CH:13][C:12]([C:15]([F:18])([F:17])[F:16])=[CH:11][CH:10]=3)[N:3]=2)[C:21]1=[O:36]. Given the reactants I[C:2]1[N:7]=[C:6]([CH3:8])[CH:5]=[C:4]([C:9]2[CH:14]=[CH:13][C:12]([C:15]([F:18])([F:17])[F:16])=[CH:11][CH:10]=2)[N:3]=1.[CH3:19][N:20]1[CH2:24][CH2:23][C@@:22]([NH:28][C:29](=[O:35])[O:30][C:31]([CH3:34])([CH3:33])[CH3:32])([CH2:25][C:26]#[CH:27])[C:21]1=[O:36].N(CC)CC, predict the reaction product. (4) Given the reactants [Cl:1][C:2]1[CH:10]=[C:9]2[C:5]([CH:6]=[N:7][NH:8]2)=[C:4]([F:11])[CH:3]=1.[I:12]I.[OH-].[K+].S([O-])([O-])(=O)=S.[Na+].[Na+], predict the reaction product. The product is: [Cl:1][C:2]1[CH:10]=[C:9]2[C:5]([C:6]([I:12])=[N:7][NH:8]2)=[C:4]([F:11])[CH:3]=1. (5) The product is: [Cl:14][C:15]1[CH:20]=[CH:19][CH:18]=[CH:17][C:16]=1[N:21]1[C:4]([OH:12])=[CH:5][C:6]([C:7]([F:8])([F:9])[F:10])=[N:22]1. Given the reactants C(O[C:4](=[O:12])[CH2:5][C:6](=O)[C:7]([F:10])([F:9])[F:8])C.Cl.[Cl:14][C:15]1[CH:20]=[CH:19][CH:18]=[CH:17][C:16]=1[NH:21][NH2:22], predict the reaction product.